From a dataset of Full USPTO retrosynthesis dataset with 1.9M reactions from patents (1976-2016). Predict the reactants needed to synthesize the given product. The reactants are: [F:1][C:2]1[CH:3]=[C:4]([C:9]2[C:10]([C:19](=[O:21])[CH3:20])=[CH:11][CH:12]=[C:13]3[C:18]=2[N:17]=[CH:16][CH:15]=[CH:14]3)[CH:5]=[C:6]([F:8])[CH:7]=1.[BH4-].[Na+]. Given the product [F:8][C:6]1[CH:5]=[C:4]([C:9]2[C:10]([CH:19]([OH:21])[CH3:20])=[CH:11][CH:12]=[C:13]3[C:18]=2[N:17]=[CH:16][CH:15]=[CH:14]3)[CH:3]=[C:2]([F:1])[CH:7]=1, predict the reactants needed to synthesize it.